Dataset: TCR-epitope binding with 47,182 pairs between 192 epitopes and 23,139 TCRs. Task: Binary Classification. Given a T-cell receptor sequence (or CDR3 region) and an epitope sequence, predict whether binding occurs between them. The epitope is RQLLFVVEV. The TCR CDR3 sequence is CASSQDVGRTYGYTF. Result: 1 (the TCR binds to the epitope).